Dataset: Full USPTO retrosynthesis dataset with 1.9M reactions from patents (1976-2016). Task: Predict the reactants needed to synthesize the given product. (1) Given the product [Cl:10][C:7]1[CH:6]=[C:3]2[C:2](=[CH:9][CH:8]=1)[N:1]=[C:22]([NH2:23])[C:21]([CH2:20][C:13]1[C:14]([O:18][CH3:19])=[CH:15][CH:16]=[CH:17][C:12]=1[F:11])=[CH:4]2, predict the reactants needed to synthesize it. The reactants are: [NH2:1][C:2]1[CH:9]=[CH:8][C:7]([Cl:10])=[CH:6][C:3]=1[CH:4]=O.[F:11][C:12]1[CH:17]=[CH:16][CH:15]=[C:14]([O:18][CH3:19])[C:13]=1[CH2:20][CH2:21][C:22]#[N:23].O1CCOCC1. (2) Given the product [Br:1][C:2]1[CH:3]=[C:4]([C:9](/[C:10](=[CH:17]/[O:18][CH2:19][CH3:20])/[C:11]([O:13][CH2:14][CH3:15])=[O:12])=[O:16])[C:5]([Cl:8])=[N:6][CH:7]=1, predict the reactants needed to synthesize it. The reactants are: [Br:1][C:2]1[CH:3]=[C:4]([C:9](=[O:16])[CH2:10][C:11]([O:13][CH2:14][CH3:15])=[O:12])[C:5]([Cl:8])=[N:6][CH:7]=1.[CH:17](OCC)(OCC)[O:18][CH2:19][CH3:20].C1(C)C(C)=CC=CC=1. (3) Given the product [C:1]([O:5][C:6]([O:8][C:9]1[CH:17]=[CH:16][C:15]([N:18]([CH2:23][CH:24]2[CH2:25][CH2:26]2)[S:19]([CH3:22])(=[O:21])=[O:20])=[CH:14][C:10]=1[C:11]([O:13][CH2:28][C:29]([O:31][CH2:32][C:33]1[CH:38]=[CH:37][CH:36]=[CH:35][CH:34]=1)=[O:30])=[O:12])=[O:7])([CH3:4])([CH3:2])[CH3:3], predict the reactants needed to synthesize it. The reactants are: [C:1]([O:5][C:6]([O:8][C:9]1[CH:17]=[CH:16][C:15]([N:18]([CH2:23][CH:24]2[CH2:26][CH2:25]2)[S:19]([CH3:22])(=[O:21])=[O:20])=[CH:14][C:10]=1[C:11]([OH:13])=[O:12])=[O:7])([CH3:4])([CH3:3])[CH3:2].O[CH2:28][C:29]([O:31][CH2:32][C:33]1[CH:38]=[CH:37][CH:36]=[CH:35][CH:34]=1)=[O:30].C(Cl)CCl. (4) Given the product [Cl:4][C:5]1[N:6]=[C:7]([C:12]([NH:14][C@H:15]2[CH2:20][CH2:19][N:18]([C:21]3[S:22][C:23]([C:27]4[NH:28][N:29]=[N:30][N:31]=4)=[C:24]([CH3:26])[N:25]=3)[CH2:17][C@H:16]2[O:36][CH3:37])=[O:13])[NH:8][C:9]=1[CH2:10][CH3:11], predict the reactants needed to synthesize it. The reactants are: ClCCl.[Cl:4][C:5]1[N:6]=[C:7]([C:12]([NH:14][C@H:15]2[CH2:20][CH2:19][N:18]([C:21]3[S:22][C:23]([C:27]4[N:31](CCC#N)[N:30]=[N:29][N:28]=4)=[C:24]([CH3:26])[N:25]=3)[CH2:17][C@H:16]2[O:36][CH3:37])=[O:13])[NH:8][C:9]=1[CH2:10][CH3:11].C1(C2CCCCCCCCCC=2)CCCCCCCCNN=1.Cl. (5) Given the product [Br:35][CH2:36][CH2:37][O:21][C:15]1[CH:14]=[C:13]2[C:18]([C:9]([O:8][C:6]3[CH:5]=[CH:4][C:3]([NH:22][C:23]([NH:25][CH2:26][CH2:27][CH3:28])=[O:24])=[C:2]([Cl:1])[CH:7]=3)=[N:10][CH:11]=[N:12]2)=[CH:17][C:16]=1[O:19][CH3:20], predict the reactants needed to synthesize it. The reactants are: [Cl:1][C:2]1[CH:7]=[C:6]([O:8][C:9]2[C:18]3[C:13](=[CH:14][C:15]([OH:21])=[C:16]([O:19][CH3:20])[CH:17]=3)[N:12]=[CH:11][N:10]=2)[CH:5]=[CH:4][C:3]=1[NH:22][C:23]([NH:25][CH2:26][CH2:27][CH3:28])=[O:24].C(=O)([O-])[O-].[K+].[K+].[Br:35][CH2:36][CH2:37]Br. (6) Given the product [C:45]([O:44][C@@H:38]([C:12]1[C:13]([CH3:37])=[N:14][C:15]2=[CH:19][C:18]3=[N:17][N:16]2[C:11]=1[N:8]1[CH2:7][CH2:6][C:5]([CH3:49])([O:4][CH2:1][CH2:2][CH2:3][CH2:32][O:31][C:26]2[CH:27]=[CH:28][CH:29]=[CH:30][C:25]=2[CH2:24][CH:23]([OH:35])[CH2:22][NH:21][C:20]3=[O:36])[CH2:10][CH2:9]1)[C:39]([OH:41])=[O:40])([CH3:47])([CH3:46])[CH3:48], predict the reactants needed to synthesize it. The reactants are: [CH2:1]([O:4][C:5]1([CH3:49])[CH2:10][CH2:9][N:8]([C:11]2[N:16]3[N:17]=[C:18]([C:20](=[O:36])[NH:21][CH2:22][CH:23]([OH:35])[CH2:24][C:25]4[CH:30]=[CH:29][CH:28]=[CH:27][C:26]=4[O:31][CH2:32]C=C)[CH:19]=[C:15]3[N:14]=[C:13]([CH3:37])[C:12]=2[C@H:38]([O:44][C:45]([CH3:48])([CH3:47])[CH3:46])[C:39]([O:41]CC)=[O:40])[CH2:7][CH2:6]1)[CH:2]=[CH2:3].[H][H].[OH-].[Na+]. (7) Given the product [C:1]([O:5][CH:6]([C:11]1[N:16]([CH3:17])[C:15](=[O:18])[C:14]2[N:19]([CH2:32][C:31]3[CH:34]=[C:35]([F:38])[CH:36]=[CH:37][C:30]=3[F:29])[CH:20]=[CH:21][C:13]=2[C:12]=1[C:22]1[CH:27]=[CH:26][C:25]([Cl:28])=[CH:24][CH:23]=1)[C:7]([OH:9])=[O:8])([CH3:2])([CH3:3])[CH3:4], predict the reactants needed to synthesize it. The reactants are: [C:1]([O:5][CH:6]([C:11]1[N:16]([CH3:17])[C:15](=[O:18])[C:14]2[NH:19][CH:20]=[CH:21][C:13]=2[C:12]=1[C:22]1[CH:27]=[CH:26][C:25]([Cl:28])=[CH:24][CH:23]=1)[C:7]([O:9]C)=[O:8])([CH3:4])([CH3:3])[CH3:2].[F:29][C:30]1[CH:37]=[CH:36][C:35]([F:38])=[CH:34][C:31]=1[CH2:32]Br.